Predict the product of the given reaction. From a dataset of Forward reaction prediction with 1.9M reactions from USPTO patents (1976-2016). (1) Given the reactants [NH2:1][C:2]1[C:7]([NH2:8])=[CH:6][CH:5]=[CH:4][N:3]=1.[Cl:9][CH:10]([CH3:13])[C:11]#N.C, predict the reaction product. The product is: [Cl:9][CH:10]([C:13]1[NH:1][C:2]2=[N:3][CH:4]=[CH:5][CH:6]=[C:7]2[N:8]=1)[CH3:11]. (2) Given the reactants [NH2:1][C:2]1[CH:3]=[C:4]([F:18])[C:5]([F:17])=[C:6]([C@:8]2([CH3:16])[C@H:14]3[C@H:12]([CH2:13]3)[S:11][C:10]([NH2:15])=[N:9]2)[CH:7]=1.Cl[C:20]1[C:21]2[N:29]=[CH:28][C:27]([F:30])=[CH:26][C:22]=2[N:23]=[CH:24][N:25]=1, predict the reaction product. The product is: [F:17][C:5]1[C:4]([F:18])=[CH:3][C:2]([NH:1][C:20]2[C:21]3[N:29]=[CH:28][C:27]([F:30])=[CH:26][C:22]=3[N:23]=[CH:24][N:25]=2)=[CH:7][C:6]=1[C@:8]1([CH3:16])[C@H:14]2[C@H:12]([CH2:13]2)[S:11][C:10]([NH2:15])=[N:9]1. (3) Given the reactants [Br:1][C:2]1[CH:3]=[CH:4][C:5](F)=[N:6][CH:7]=1.[CH2:9]([CH2:11][NH2:12])[OH:10], predict the reaction product. The product is: [Br:1][C:2]1[CH:3]=[CH:4][C:5]([NH:12][CH2:11][CH2:9][OH:10])=[N:6][CH:7]=1. (4) Given the reactants [CH3:1][N:2]([CH3:15])[CH2:3][CH2:4][NH:5][C:6]1[CH:11]=[CH:10][C:9]([N+:12]([O-])=O)=[CH:8][N:7]=1.C(O)C.[Cl-].[NH4+].Cl, predict the reaction product. The product is: [CH3:1][N:2]([CH3:15])[CH2:3][CH2:4][NH:5][C:6]1[CH:11]=[CH:10][C:9]([NH2:12])=[CH:8][N:7]=1. (5) The product is: [CH2:12]([C:2]1[C:7]([O:8][CH2:9][O:10][CH3:11])=[CH:6][CH:5]=[CH:4][N:3]=1)[CH3:13]. Given the reactants Cl[C:2]1[C:7]([O:8][CH2:9][O:10][CH3:11])=[CH:6][CH:5]=[CH:4][N:3]=1.[CH2:12](OB(OCC)OCC)[CH3:13].C([O-])([O-])=O.[K+].[K+], predict the reaction product.